From a dataset of Full USPTO retrosynthesis dataset with 1.9M reactions from patents (1976-2016). Predict the reactants needed to synthesize the given product. (1) Given the product [CH2:14]([N:16]1[N:20]=[N:19][C:18]([N:21]2[CH2:22][CH:23]3[CH2:29][CH:27]([CH2:26][N:25]([CH2:3][CH:2]([OH:1])[CH2:4][O:5][C:6]4[CH:13]=[CH:12][C:9]([C:10]#[N:11])=[CH:8][CH:7]=4)[CH2:24]3)[CH2:28]2)=[N:17]1)[CH3:15], predict the reactants needed to synthesize it. The reactants are: [O:1]1[CH2:3][CH:2]1[CH2:4][O:5][C:6]1[CH:13]=[CH:12][C:9]([C:10]#[N:11])=[CH:8][CH:7]=1.[CH2:14]([N:16]1[N:20]=[N:19][C:18]([N:21]2[CH2:28][CH:27]3[CH2:29][CH:23]([CH2:24][NH:25][CH2:26]3)[CH2:22]2)=[N:17]1)[CH3:15].O. (2) Given the product [CH3:32][O:33][CH2:34][CH2:35][O:12][C:11](=[O:13])[C@H:10]([CH2:14][OH:15])[CH2:9][C@H:8]([NH:16][C:17]([C:19]1[NH:20][N:21]=[C:22]([Cl:24])[N:23]=1)=[O:18])[CH2:7][C:4]1[CH:5]=[CH:6][C:1]([C:25]2[CH:26]=[CH:27][CH:28]=[CH:29][CH:30]=2)=[CH:2][CH:3]=1, predict the reactants needed to synthesize it. The reactants are: [C:1]1([C:25]2[CH:30]=[CH:29][CH:28]=[CH:27][CH:26]=2)[CH:6]=[CH:5][C:4]([CH2:7][C@@H:8]([NH:16][C:17]([C:19]2[NH:20][N:21]=[C:22]([Cl:24])[N:23]=2)=[O:18])[CH2:9][C@@H:10]([CH2:14][OH:15])[C:11]([OH:13])=[O:12])=[CH:3][CH:2]=1.Cl.[CH3:32][O:33][CH2:34][CH2:35]O. (3) Given the product [F:26][C:16]([F:15])([F:25])[C:17]1[N:18]=[C:19]([C:22]#[N:24])[S:20][CH:21]=1, predict the reactants needed to synthesize it. The reactants are: CN(C=O)C.C(Cl)(=O)C(Cl)=O.C(Cl)Cl.[F:15][C:16]([F:26])([F:25])[C:17]1[N:18]=[C:19]([C:22]([NH2:24])=O)[S:20][CH:21]=1.N1C=CC=CC=1. (4) Given the product [NH2:38][CH:39]([C@H:43]1[CH2:47][CH2:46][N:45]([C:48]2[C:49]([F:57])=[CH:50][C:51]([C:55]#[N:56])=[C:52]([C:9]3[C:17]4[C:12](=[N:13][CH:14]=[CH:15][CH:16]=4)[N:11]([C:18]([C:25]4[CH:30]=[CH:29][CH:28]=[CH:27][CH:26]=4)([C:19]4[CH:24]=[CH:23][CH:22]=[CH:21][CH:20]=4)[C:31]4[CH:36]=[CH:35][CH:34]=[CH:33][CH:32]=4)[N:10]=3)[N:53]=2)[CH2:44]1)[CH:40]([CH3:42])[CH3:41], predict the reactants needed to synthesize it. The reactants are: CC1(C)C(C)(C)OB([C:9]2[C:17]3[C:12](=[N:13][CH:14]=[CH:15][CH:16]=3)[N:11]([C:18]([C:31]3[CH:36]=[CH:35][CH:34]=[CH:33][CH:32]=3)([C:25]3[CH:30]=[CH:29][CH:28]=[CH:27][CH:26]=3)[C:19]3[CH:24]=[CH:23][CH:22]=[CH:21][CH:20]=3)[N:10]=2)O1.[NH2:38][CH:39]([C@H:43]1[CH2:47][CH2:46][N:45]([C:48]2[N:53]=[C:52](Cl)[C:51]([C:55]#[N:56])=[CH:50][C:49]=2[F:57])[CH2:44]1)[CH:40]([CH3:42])[CH3:41].[O-]P([O-])([O-])=O.[K+].[K+].[K+]. (5) Given the product [CH:1]1([N:4]2[C:13]3[C:8](=[CH:9][CH:10]=[CH:11][CH:12]=3)[N:7]([CH:26]([CH3:30])[C:27]([NH2:29])=[O:28])[CH2:6][CH2:5]2)[CH2:3][CH2:2]1, predict the reactants needed to synthesize it. The reactants are: [CH:1]1([N:4]2[C:13]3[C:8](=[CH:9][CH:10]=[CH:11][CH:12]=3)[NH:7][CH2:6][CH2:5]2)[CH2:3][CH2:2]1.C(N(C(C)C)C(C)C)C.[I-].[Na+].Br[CH:26]([CH3:30])[C:27]([NH2:29])=[O:28]. (6) The reactants are: FC(F)(F)S(O[C:7]1[C:12]([Cl:13])=[C:11]([CH2:14][O:15][CH3:16])[N:10]=[C:9]([S:17][CH3:18])[N:8]=1)(=O)=O.[CH3:21]B1OB(C)OB(C)O1.C([O-])([O-])=O.[Cs+].[Cs+]. Given the product [Cl:13][C:12]1[C:11]([CH2:14][O:15][CH3:16])=[N:10][C:9]([S:17][CH3:18])=[N:8][C:7]=1[CH3:21], predict the reactants needed to synthesize it. (7) Given the product [NH2:17][C:16]1[S:15][C:13]2[N:14]=[C:9]([N:8]([CH3:21])[C:5]3[CH:6]=[CH:7][C:2]([F:1])=[C:3]([NH:22][C:23](=[O:29])[O:24][C:25]([CH3:28])([CH3:27])[CH3:26])[CH:4]=3)[N:10]=[CH:11][C:12]=2[N:18]=1, predict the reactants needed to synthesize it. The reactants are: [F:1][C:2]1[CH:7]=[CH:6][C:5]([N:8]([CH3:21])[C:9]2[N:14]=[C:13]([S:15][C:16]#[N:17])[C:12]([N+:18]([O-])=O)=[CH:11][N:10]=2)=[CH:4][C:3]=1[NH:22][C:23](=[O:29])[O:24][C:25]([CH3:28])([CH3:27])[CH3:26]. (8) Given the product [CH2:17]([S:24][C:25]1[N:30]=[C:29]([NH:3][S:4]([N:7]2[CH2:16][CH2:15][CH2:14][C@@H:8]2[C:9]([N:11]([CH3:13])[CH3:12])=[O:10])(=[O:6])=[O:5])[CH:28]=[C:27]([Cl:40])[N:26]=1)[C:18]1[CH:23]=[CH:22][CH:21]=[CH:20][CH:19]=1, predict the reactants needed to synthesize it. The reactants are: [H-].[Na+].[NH2:3][S:4]([N:7]1[CH2:16][CH2:15][CH2:14][C@@H:8]1[C:9]([N:11]([CH3:13])[CH3:12])=[O:10])(=[O:6])=[O:5].[CH2:17]([S:24][C:25]1[N:30]=[C:29](NS(C)(=O)=O)[CH:28]=[C:27](NCCO)[N:26]=1)[C:18]1[CH:23]=[CH:22][CH:21]=[CH:20][CH:19]=1.[ClH:40].